This data is from Full USPTO retrosynthesis dataset with 1.9M reactions from patents (1976-2016). The task is: Predict the reactants needed to synthesize the given product. (1) Given the product [C:21]([Si:18]([CH3:20])([CH3:19])[O:17][C:14]1[CH:15]=[CH:16][C:11]([C:8]2[CH:7]=[C:6]([C:4]([NH2:25])=[O:3])[O:10][N:9]=2)=[CH:12][CH:13]=1)([CH3:24])([CH3:23])[CH3:22], predict the reactants needed to synthesize it. The reactants are: C([O:3][C:4]([C:6]1[O:10][N:9]=[C:8]([C:11]2[CH:16]=[CH:15][C:14]([O:17][Si:18]([C:21]([CH3:24])([CH3:23])[CH3:22])([CH3:20])[CH3:19])=[CH:13][CH:12]=2)[CH:7]=1)=O)C.[NH3:25]. (2) Given the product [CH2:1]([N:3]1[C:12]2[C:7](=[CH:8][CH:9]=[CH:10][CH:11]=2)[N:6]=[C:5]([CH2:13][S:14]([C:15]2[CH:16]=[CH:17][C:18]([CH3:21])=[CH:19][CH:20]=2)(=[O:23])=[O:29])[C:4]1=[O:22])[CH3:2], predict the reactants needed to synthesize it. The reactants are: [CH2:1]([N:3]1[C:12]2[C:7](=[CH:8][CH:9]=[CH:10][CH:11]=2)[N:6]=[C:5]([CH2:13][S:14][C:15]2[CH:20]=[CH:19][C:18]([CH3:21])=[CH:17][CH:16]=2)[C:4]1=[O:22])[CH3:2].[OH:23]OS([O-])=O.[K+].[OH2:29]. (3) Given the product [Cl:5][C:6]1[CH:15]=[C:14]2[C:13](=[CH:8][CH:7]=1)[CH:12]=[C:11]([S:16]([CH2:19][CH2:20][C:21]([N:23]1[CH2:28][CH2:27][CH:26]([N:29]([CH2:30][C:31]3[N:32]=[CH:33][NH:34][CH:35]=3)[C:1](=[O:3])[CH3:2])[CH2:25][CH2:24]1)=[O:22])(=[O:17])=[O:18])[CH:10]=[CH:9]2, predict the reactants needed to synthesize it. The reactants are: [C:1](Cl)(=[O:3])[CH3:2].[Cl:5][C:6]1[CH:7]=[C:8]2[C:13](=[CH:14][CH:15]=1)[CH:12]=[C:11]([S:16]([CH2:19][CH2:20][C:21]([N:23]1[CH2:28][CH2:27][CH:26]([NH:29][CH2:30][C:31]3[N:32]=[CH:33][N:34](C(C4C=CC=CC=4)(C4C=CC=CC=4)C4C=CC=CC=4)[CH:35]=3)[CH2:25][CH2:24]1)=[O:22])(=[O:18])=[O:17])[CH:10]=[CH:9]2.C(N(CC)CC)C.